From a dataset of M1 muscarinic receptor antagonist screen with 61,756 compounds. Binary Classification. Given a drug SMILES string, predict its activity (active/inactive) in a high-throughput screening assay against a specified biological target. (1) The molecule is Fc1c(N2CCN(CC2)C(=O)NC(=O)c2ccccc2)cccc1. The result is 0 (inactive). (2) The molecule is S(=O)(=O)(N1CCC(CC1)C)c1cc2c(oc(c2C)C(OCC)=O)cc1. The result is 0 (inactive). (3) The drug is S(CC(=O)N1CCOCC1)c1snc(SCC(=O)N2CCOCC2)c1C#N. The result is 0 (inactive). (4) The drug is Clc1c(=O)n(CC(=O)Nc2noc(c2)C)cc(c1)C(F)(F)F. The result is 0 (inactive). (5) The molecule is s1n(CCOc2ccccc2)c(c(c1=S)C(O)=O)C. The result is 0 (inactive).